From a dataset of Reaction yield outcomes from USPTO patents with 853,638 reactions. Predict the reaction yield, written as a fraction of the theoretical maximum amount of product (1.0 means a 100% yield; for example, 0.34 means a 34% yield). The reactants are [OH:1][CH2:2][C:3]1[CH:11]=[CH:10][C:6]([C:7](O)=[O:8])=[CH:5][CH:4]=1.[H-].[Na+].I[CH3:15].CN([CH:19]=[O:20])C. No catalyst specified. The product is [CH3:15][O:1][CH2:2][C:3]1[CH:11]=[CH:10][C:6]([C:7]([O:20][CH3:19])=[O:8])=[CH:5][CH:4]=1. The yield is 0.720.